Dataset: NCI-60 drug combinations with 297,098 pairs across 59 cell lines. Task: Regression. Given two drug SMILES strings and cell line genomic features, predict the synergy score measuring deviation from expected non-interaction effect. (1) Drug 1: CC1=C2C(C(=O)C3(C(CC4C(C3C(C(C2(C)C)(CC1OC(=O)C(C(C5=CC=CC=C5)NC(=O)OC(C)(C)C)O)O)OC(=O)C6=CC=CC=C6)(CO4)OC(=O)C)OC)C)OC. Drug 2: CS(=O)(=O)C1=CC(=C(C=C1)C(=O)NC2=CC(=C(C=C2)Cl)C3=CC=CC=N3)Cl. Cell line: MALME-3M. Synergy scores: CSS=35.0, Synergy_ZIP=5.57, Synergy_Bliss=8.53, Synergy_Loewe=-0.906, Synergy_HSA=8.11. (2) Drug 1: CC1C(C(CC(O1)OC2CC(OC(C2O)C)OC3=CC4=CC5=C(C(=O)C(C(C5)C(C(=O)C(C(C)O)O)OC)OC6CC(C(C(O6)C)O)OC7CC(C(C(O7)C)O)OC8CC(C(C(O8)C)O)(C)O)C(=C4C(=C3C)O)O)O)O. Drug 2: C1C(C(OC1N2C=NC(=NC2=O)N)CO)O. Cell line: SNB-19. Synergy scores: CSS=15.6, Synergy_ZIP=-0.988, Synergy_Bliss=1.28, Synergy_Loewe=-13.4, Synergy_HSA=1.25. (3) Drug 1: CS(=O)(=O)CCNCC1=CC=C(O1)C2=CC3=C(C=C2)N=CN=C3NC4=CC(=C(C=C4)OCC5=CC(=CC=C5)F)Cl. Drug 2: C1=CN(C=N1)CC(O)(P(=O)(O)O)P(=O)(O)O. Cell line: NCI-H522. Synergy scores: CSS=8.61, Synergy_ZIP=-5.27, Synergy_Bliss=-1.57, Synergy_Loewe=-5.80, Synergy_HSA=-3.89. (4) Drug 1: C1C(C(OC1N2C=NC(=NC2=O)N)CO)O. Drug 2: C(CN)CNCCSP(=O)(O)O. Cell line: HCC-2998. Synergy scores: CSS=11.8, Synergy_ZIP=-4.64, Synergy_Bliss=-5.15, Synergy_Loewe=-3.23, Synergy_HSA=-1.90.